The task is: Predict which catalyst facilitates the given reaction.. This data is from Catalyst prediction with 721,799 reactions and 888 catalyst types from USPTO. (1) Reactant: [N:1]1[C:10]2[C:5](=[N:6][CH:7]=[CH:8][N:9]=2)[C:4]([NH:11][CH2:12][CH2:13][C:14]2[CH:19]=[CH:18][C:17]([OH:20])=[CH:16][CH:15]=2)=[N:3][CH:2]=1.Cl[C:22]1[CH:27]=[N:26][CH:25]=[CH:24][N:23]=1.[H-].[Na+]. Product: [N:1]1[C:10]2[C:5](=[N:6][CH:7]=[CH:8][N:9]=2)[C:4]([NH:11][CH2:12][CH2:13][C:14]2[CH:19]=[CH:18][C:17]([O:20][C:22]3[CH:27]=[N:26][CH:25]=[CH:24][N:23]=3)=[CH:16][CH:15]=2)=[N:3][CH:2]=1. The catalyst class is: 3. (2) Reactant: [Cl:1]N1C(=O)CCC1=O.[C:9]([C:13]1[CH:21]=[CH:20][C:16]([CH:17]=[N:18][OH:19])=[CH:15][CH:14]=1)([CH3:12])([CH3:11])[CH3:10].O. Product: [Cl:1][C:16]1([CH:17]=[N:18][OH:19])[CH:15]=[CH:14][C:13]([C:9]([CH3:12])([CH3:10])[CH3:11])=[CH:21][CH2:20]1. The catalyst class is: 3. (3) Reactant: [H-].[Na+].[CH3:3][O:4][C:5]1[CH:6]=[C:7]2[C:11](=[CH:12][CH:13]=1)[NH:10][C:9](=[O:14])[C:8]2=[O:15].[CH3:16][O:17][C:18](=[O:25])[CH:19](Br)[CH2:20][CH:21]([CH3:23])[CH3:22]. Product: [CH3:16][O:17][C:18](=[O:25])[CH:19]([N:10]1[C:11]2[C:7](=[CH:6][C:5]([O:4][CH3:3])=[CH:13][CH:12]=2)[C:8](=[O:15])[C:9]1=[O:14])[CH2:20][CH:21]([CH3:23])[CH3:22]. The catalyst class is: 35. (4) Reactant: Cl[C:2]1[N:7]=[C:6]([Cl:8])[N:5]=[CH:4][N:3]=1.C(N(CC)C(C)C)(C)C.[CH3:18][N:19]1[C:23]([NH2:24])=[CH:22][CH:21]=[N:20]1. Product: [Cl:8][C:6]1[N:5]=[CH:4][N:3]=[C:2]([NH:24][C:23]2[N:19]([CH3:18])[N:20]=[CH:21][CH:22]=2)[N:7]=1. The catalyst class is: 288. (5) Reactant: [CH3:1][O:2][C:3]1[CH:11]=[C:10]2[C:6]([CH2:7][N:8]([C:13]3[O:17][C:16]([C:18]([NH:20][C:21]4[CH:22]=[N:23][CH:24]=[CH:25][C:26]=4[N:27]4[CH2:32][CH2:31][N:30](C(OC(C)(C)C)=O)[CH2:29][CH2:28]4)=[O:19])=[CH:15][CH:14]=3)[C:9]2=[O:12])=[CH:5][CH:4]=1.Cl. Product: [CH3:1][O:2][C:3]1[CH:11]=[C:10]2[C:6]([CH2:7][N:8]([C:13]3[O:17][C:16]([C:18]([NH:20][C:21]4[CH:22]=[N:23][CH:24]=[CH:25][C:26]=4[N:27]4[CH2:28][CH2:29][NH:30][CH2:31][CH2:32]4)=[O:19])=[CH:15][CH:14]=3)[C:9]2=[O:12])=[CH:5][CH:4]=1. The catalyst class is: 12. (6) Reactant: C(=O)([O-])O.[Na+].[CH3:6][O:7][C:8]1[CH:17]=[CH:16][C:11]([C:12]([O:14][CH3:15])=[O:13])=[C:10](OS(C(F)(F)F)(=O)=O)[CH:9]=1.[F:26][C:27]1[CH:32]=[CH:31][C:30](B(O)O)=[CH:29][CH:28]=1. Product: [CH3:6][O:7][C:8]1[CH:17]=[CH:16][C:11]([C:12]([O:14][CH3:15])=[O:13])=[C:10]([C:30]2[CH:31]=[CH:32][C:27]([F:26])=[CH:28][CH:29]=2)[CH:9]=1. The catalyst class is: 837.